This data is from Reaction yield outcomes from USPTO patents with 853,638 reactions. The task is: Predict the reaction yield, written as a fraction of the theoretical maximum amount of product (1.0 means a 100% yield; for example, 0.34 means a 34% yield). (1) The reactants are [OH:1][C:2]1[C:7]2[C@@:8]3([OH:45])[C@@:21]([O:25][CH3:26])([C@H:22]([OH:24])[CH2:23][C:6]=2[CH:5]=[C:4]([CH3:46])[C:3]=1[C:47](O)=[O:48])[C:20](=[O:27])[C:19]1[C:10](=[CH:11][C:12]2[C:13](=[O:43])[C:14]([NH:30][CH:31]4[C@H:36]([O:37][CH3:38])[C@H:35]([OH:39])[C@@H:34]([O:40][CH3:41])[C@H:33]([CH3:42])[O:32]4)=[CH:15][C:16](=[O:29])[C:17]=2[C:18]=1[OH:28])[C:9]3=[O:44].O.ON1C2C=CC=CC=2N=N1.[NH:61]1[CH2:65][CH2:64][CH2:63][CH2:62]1. The catalyst is C1COCC1. The product is [OH:1][C:2]1[C:7]2[C@@:8]3([OH:45])[C@@:21]([O:25][CH3:26])([C@H:22]([OH:24])[CH2:23][C:6]=2[CH:5]=[C:4]([CH3:46])[C:3]=1[C:47]([N:61]1[CH2:65][CH2:64][CH2:63][CH2:62]1)=[O:48])[C:20](=[O:27])[C:19]1[C:10](=[CH:11][C:12]2[C:13](=[O:43])[C:14]([NH:30][CH:31]4[C@H:36]([O:37][CH3:38])[C@H:35]([OH:39])[C@@H:34]([O:40][CH3:41])[C@H:33]([CH3:42])[O:32]4)=[CH:15][C:16](=[O:29])[C:17]=2[C:18]=1[OH:28])[C:9]3=[O:44]. The yield is 0.0280. (2) The reactants are [CH3:1][Si:2]([CH3:8])([CH3:7])[O:3][CH2:4][C:5]#[CH:6].C([Mg]Br)C.[O:13]=[C:14]1[CH2:19][CH2:18][N:17]([C:20]([O:22][C:23]([CH3:26])([CH3:25])[CH3:24])=[O:21])[CH2:16][CH2:15]1.[Cl-].[NH4+]. The catalyst is O1CCCC1.C(OCC)(=O)C.O. The product is [OH:13][C:14]1([C:6]#[C:5][CH2:4][O:3][Si:2]([CH3:8])([CH3:7])[CH3:1])[CH2:15][CH2:16][N:17]([C:20]([O:22][C:23]([CH3:26])([CH3:25])[CH3:24])=[O:21])[CH2:18][CH2:19]1. The yield is 1.00. (3) The reactants are [NH2:1][CH:2]1[CH2:10][C:9]2[C:4](=[CH:5][CH:6]=[C:7]([S:11]C(=O)N(C)C)[CH:8]=2)[CH2:3]1.[OH-].[K+].Br[C:20]([CH3:29])([CH3:28])[C:21]([O:23][C:24]([CH3:27])([CH3:26])[CH3:25])=[O:22]. The catalyst is CO. The product is [C:24]([O:23][C:21](=[O:22])[C:20]([S:11][C:7]1[CH:8]=[C:9]2[C:4](=[CH:5][CH:6]=1)[CH2:3][CH:2]([NH2:1])[CH2:10]2)([CH3:29])[CH3:28])([CH3:27])([CH3:26])[CH3:25]. The yield is 0.760.